From a dataset of Full USPTO retrosynthesis dataset with 1.9M reactions from patents (1976-2016). Predict the reactants needed to synthesize the given product. Given the product [CH3:22][O:21][C:15]1[CH:14]=[C:13]([S:10]([N:9]([CH2:1][CH2:2][CH2:3][CH2:4][CH2:5][CH2:6][CH2:7][CH3:8])[C:25](=[O:32])[C:26]2[CH:31]=[CH:30][CH:29]=[CH:28][CH:27]=2)(=[O:12])=[O:11])[CH:18]=[CH:17][C:16]=1[O:19][CH3:20], predict the reactants needed to synthesize it. The reactants are: [CH2:1]([NH:9][S:10]([C:13]1[CH:18]=[CH:17][C:16]([O:19][CH3:20])=[C:15]([O:21][CH3:22])[CH:14]=1)(=[O:12])=[O:11])[CH2:2][CH2:3][CH2:4][CH2:5][CH2:6][CH2:7][CH3:8].[H-].[Na+].[C:25](Cl)(=[O:32])[C:26]1[CH:31]=[CH:30][CH:29]=[CH:28][CH:27]=1.